From a dataset of Forward reaction prediction with 1.9M reactions from USPTO patents (1976-2016). Predict the product of the given reaction. (1) Given the reactants [NH2:1][C:2]1[C:11]2[C:6](=[CH:7][C:8]([F:12])=[CH:9][CH:10]=2)[C:5](C#N)=[CH:4][N:3]=1.C[Mg+].[Br-].CC[O:20][CH2:21][CH3:22].Cl.C([O-])(O)=O.[Na+], predict the reaction product. The product is: [NH2:1][C:2]1[C:11]2[C:6](=[CH:7][C:8]([F:12])=[CH:9][CH:10]=2)[C:5]([C:21](=[O:20])[CH3:22])=[CH:4][N:3]=1. (2) Given the reactants [CH3:1][N:2]1[CH2:7][CH2:6][CH2:5][CH2:4][C:3]1=[O:8].C([N-]C(C)C)(C)C.[Li+].[C:17]1([S:23][S:23][C:17]2[CH:22]=[CH:21][CH:20]=[CH:19][CH:18]=2)[CH:22]=[CH:21][CH:20]=[CH:19][CH:18]=1.CN(C)P(N(C)C)(N(C)C)=[O:34].[OH2:42], predict the reaction product. The product is: [C:17]1([S:23]([CH:4]2[CH2:5][CH2:6][CH2:7][N:2]([CH3:1])[C:3]2=[O:8])(=[O:34])=[O:42])[CH:22]=[CH:21][CH:20]=[CH:19][CH:18]=1. (3) Given the reactants [NH2:1][C:2]1[N:12]=[CH:11][CH:10]=[CH:9][C:3]=1[C:4]([O:6][CH2:7][CH3:8])=[O:5].Br[C:14]1[CH:19]=[CH:18][CH:17]=[CH:16][C:15]=1[C:20](=O)[CH3:21], predict the reaction product. The product is: [C:15]1([C:20]2[N:1]=[C:2]3[C:3]([C:4]([O:6][CH2:7][CH3:8])=[O:5])=[CH:9][CH:10]=[CH:11][N:12]3[CH:21]=2)[CH:16]=[CH:17][CH:18]=[CH:19][CH:14]=1. (4) Given the reactants [CH:1]1([C:4](Cl)=[O:5])[CH2:3][CH2:2]1.[CH3:7][O:8][C:9]1[CH:18]=[CH:17][CH:16]=[C:15]2[C:10]=1[CH:11]=[C:12]([C:20]1[CH:21]=[N:22][C:23]([N:26]3[CH2:31][CH2:30][NH:29][CH2:28][CH2:27]3)=[N:24][CH:25]=1)[NH:13][C:14]2=[O:19].C(N(CC)C(C)C)(C)C, predict the reaction product. The product is: [CH:1]1([C:4]([N:29]2[CH2:28][CH2:27][N:26]([C:23]3[N:24]=[CH:25][C:20]([C:12]4[NH:13][C:14](=[O:19])[C:15]5[C:10]([CH:11]=4)=[C:9]([O:8][CH3:7])[CH:18]=[CH:17][CH:16]=5)=[CH:21][N:22]=3)[CH2:31][CH2:30]2)=[O:5])[CH2:3][CH2:2]1. (5) Given the reactants Cl[C:2]1[C:7]([C:8]([NH:10][C:11]2[CH:12]=[C:13]3[C:17](=[CH:18][CH:19]=2)[N:16]([C:20]([O:22][C:23]([CH3:26])([CH3:25])[CH3:24])=[O:21])[CH2:15][CH2:14]3)=[O:9])=[CH:6][CH:5]=[C:4]([CH3:27])[N:3]=1.[NH:28]1[CH2:33][CH2:32][CH2:31][CH2:30][CH2:29]1.C(OCC)(=O)C.O, predict the reaction product. The product is: [CH3:27][C:4]1[N:3]=[C:2]([N:28]2[CH2:33][CH2:32][CH2:31][CH2:30][CH2:29]2)[C:7]([C:8]([NH:10][C:11]2[CH:12]=[C:13]3[C:17](=[CH:18][CH:19]=2)[N:16]([C:20]([O:22][C:23]([CH3:26])([CH3:25])[CH3:24])=[O:21])[CH2:15][CH2:14]3)=[O:9])=[CH:6][CH:5]=1. (6) Given the reactants [NH2:1][C:2]1[C:7]2=[CH:8][CH:9]=[C:10]([C@@H:11]3[O:15][C@H:14]([CH2:16][OH:17])[C@@H:13]([O:18][Si:19]([C:22]([CH3:25])([CH3:24])[CH3:23])([CH3:21])[CH3:20])[CH2:12]3)[N:6]2[N:5]=[CH:4][N:3]=1, predict the reaction product. The product is: [NH2:1][C:2]1[C:7]2=[CH:8][CH:9]=[C:10]([C@@H:11]3[O:15][C@H:14]([CH:16]=[O:17])[C@@H:13]([O:18][Si:19]([C:22]([CH3:25])([CH3:24])[CH3:23])([CH3:20])[CH3:21])[CH2:12]3)[N:6]2[N:5]=[CH:4][N:3]=1. (7) The product is: [O:12]=[C:11]1[N:10]([C:13]2[CH:18]=[CH:17][CH:16]=[CH:15][CH:14]=2)[C:9]([C:19]2[CH:20]=[CH:21][CH:22]=[CH:23][CH:24]=2)=[N:8][CH:7]=[C:6]1[C:4]([OH:5])=[O:3]. Given the reactants C([O:3][C:4]([C:6]1[C:11](=[O:12])[N:10]([C:13]2[CH:18]=[CH:17][CH:16]=[CH:15][CH:14]=2)[C:9]([C:19]2[CH:24]=[CH:23][CH:22]=[CH:21][CH:20]=2)=[N:8][CH:7]=1)=[O:5])C.[I-].[Li+], predict the reaction product.